Dataset: Catalyst prediction with 721,799 reactions and 888 catalyst types from USPTO. Task: Predict which catalyst facilitates the given reaction. (1) Reactant: C(N(CC)CC)C.[CH2:8]([N:10]=[C:11]=[O:12])[CH3:9].[NH:13]([C:20]([C:23]1[N:24]([CH3:35])[C:25]([C:28]2[CH:33]=[CH:32][C:31]([OH:34])=[CH:30][CH:29]=2)=[N:26][N:27]=1)([CH3:22])[CH3:21])[C:14]1[CH:19]=[CH:18][CH:17]=[CH:16][CH:15]=1. Product: [CH2:8]([NH:10][C:11](=[O:12])[O:34][C:31]1[CH:32]=[CH:33][C:28]([C:25]2[N:24]([CH3:35])[C:23]([C:20]([NH:13][C:14]3[CH:19]=[CH:18][CH:17]=[CH:16][CH:15]=3)([CH3:22])[CH3:21])=[N:27][N:26]=2)=[CH:29][CH:30]=1)[CH3:9]. The catalyst class is: 22. (2) Reactant: [CH2:1]1[CH2:6][CH2:5][CH:4]([N:7]=[C:8]=[N:9][CH:10]2[CH2:15][CH2:14][CH2:13][CH2:12][CH2:11]2)[CH2:3][CH2:2]1.C[O:17]C1C=C2C(=CC=1)C=C([C@H](C)C(O)=O)C=C2. The catalyst class is: 64. Product: [CH:10]1([NH:9][C:8](=[O:17])[NH:7][CH:4]2[CH2:3][CH2:2][CH2:1][CH2:6][CH2:5]2)[CH2:15][CH2:14][CH2:13][CH2:12][CH2:11]1. (3) Reactant: [NH2:1][CH2:2][C@:3]([OH:21])([CH2:8][C:9]([C:12]1[CH:17]=[C:16]([F:18])[CH:15]=[CH:14][C:13]=1[O:19][CH3:20])([CH3:11])[CH3:10])[C:4]([F:7])([F:6])[F:5].Br[C:23]1[CH:31]=[C:30]([CH3:32])[CH:29]=[C:28]2[C:24]=1[CH:25]=[N:26][N:27]2[C:33]1[CH:38]=[CH:37][C:36]([F:39])=[CH:35][C:34]=1[F:40].C1C=CC(P(C2C(C3C(P(C4C=CC=CC=4)C4C=CC=CC=4)=CC=C4C=3C=CC=C4)=C3C(C=CC=C3)=CC=2)C2C=CC=CC=2)=CC=1.CC(C)([O-])C.[Na+]. Product: [F:40][C:34]1[CH:35]=[C:36]([F:39])[CH:37]=[CH:38][C:33]=1[N:27]1[C:28]2[C:24](=[C:23]([NH:1][CH2:2][C@:3]([OH:21])([CH2:8][C:9]([C:12]3[CH:17]=[C:16]([F:18])[CH:15]=[CH:14][C:13]=3[O:19][CH3:20])([CH3:11])[CH3:10])[C:4]([F:7])([F:6])[F:5])[CH:31]=[C:30]([CH3:32])[CH:29]=2)[CH:25]=[N:26]1. The catalyst class is: 101. (4) Reactant: [S:1]1[CH:5]=[CH:4][C:3]([C:6]2[CH:7]=[CH:8][C:9]3[O:13][C:12]([C:14](O)=[O:15])=[CH:11][C:10]=3[CH:17]=2)=[CH:2]1.[H-].[H-].[H-].[H-].[Li+].[Al+3].Cl. Product: [OH:15][CH2:14][C:12]1[O:13][C:9]2[CH:8]=[CH:7][C:6]([C:3]3[CH:4]=[CH:5][S:1][CH:2]=3)=[CH:17][C:10]=2[CH:11]=1. The catalyst class is: 1. (5) Reactant: C(OC([N:8]([CH2:21][C@@H:22]1[C@@H:26]([C:27]2[CH:32]=[CH:31][CH:30]=[CH:29][CH:28]=2)[CH2:25][N:24]([C:33]([O:35][C:36]2[CH:44]=[CH:43][CH:42]=[CH:41][C:37]=2[C:38]([OH:40])=[O:39])=[O:34])[CH2:23]1)[C@@H:9]([C:11]1[C:20]2[C:15](=[CH:16][CH:17]=[CH:18][CH:19]=2)[CH:14]=[CH:13][CH:12]=1)[CH3:10])=O)(C)(C)C.Cl.O1CCOCC1. Product: [C:11]1([C@H:9]([NH:8][CH2:21][C@@H:22]2[C@@H:26]([C:27]3[CH:32]=[CH:31][CH:30]=[CH:29][CH:28]=3)[CH2:25][N:24]([C:33]([O:35][C:36]3[CH:44]=[CH:43][CH:42]=[CH:41][C:37]=3[C:38]([OH:40])=[O:39])=[O:34])[CH2:23]2)[CH3:10])[C:20]2[C:15](=[CH:16][CH:17]=[CH:18][CH:19]=2)[CH:14]=[CH:13][CH:12]=1. The catalyst class is: 12.